Dataset: Catalyst prediction with 721,799 reactions and 888 catalyst types from USPTO. Task: Predict which catalyst facilitates the given reaction. (1) Reactant: [Cl:1][C:2]1[CH:3]=[C:4]2[C:8](=[CH:9][CH:10]=1)[NH:7][C:6]([C:11]([NH:13][NH:14][C:15](=[O:23])[C:16]1[CH:21]=[CH:20][CH:19]=[CH:18][C:17]=1[NH2:22])=[O:12])=[CH:5]2.[C:24]([O-])([O-])(OC)[CH3:25].CS(O)(=O)=O.O. Product: [CH3:24][C:25]1[N:14]([NH:13][C:11]([C:6]2[NH:7][C:8]3[C:4]([CH:5]=2)=[CH:3][C:2]([Cl:1])=[CH:10][CH:9]=3)=[O:12])[C:15](=[O:23])[C:16]2[C:17](=[CH:18][CH:19]=[CH:20][CH:21]=2)[N:22]=1. The catalyst class is: 3. (2) Reactant: [CH3:1][O:2][C:3]([C:5]1[CH:10]=[CH:9][C:8]([OH:11])=[CH:7][N:6]=1)=[O:4].[H-].[Na+].[F:14][C:15]([F:26])([F:25])[CH2:16]OS(C(F)(F)F)(=O)=O.C(=O)([O-])[O-].[Na+].[Na+]. Product: [CH3:1][O:2][C:3]([C:5]1[CH:10]=[CH:9][C:8]([O:11][CH2:16][C:15]([F:26])([F:25])[F:14])=[CH:7][N:6]=1)=[O:4]. The catalyst class is: 9.